From a dataset of Full USPTO retrosynthesis dataset with 1.9M reactions from patents (1976-2016). Predict the reactants needed to synthesize the given product. (1) Given the product [NH2:27][C:18]1[CH:19]=[C:20]([O:25][CH3:26])[C:21]([O:23][CH3:24])=[CH:22][C:17]=1[C:16]([C:11]1[N:10]=[N:9][N:8]([CH2:7][C:6]2[CH:31]=[CH:32][C:3]([O:2][CH3:1])=[CH:4][CH:5]=2)[C:12]=1[C:13]([OH:15])=[O:14])=[O:30], predict the reactants needed to synthesize it. The reactants are: [CH3:1][O:2][C:3]1[CH:32]=[CH:31][C:6]([CH2:7][N:8]2[C:12]([C:13]([OH:15])=[O:14])=[C:11]([C:16](=[O:30])[C:17]3[CH:22]=[C:21]([O:23][CH3:24])[C:20]([O:25][CH3:26])=[CH:19][C:18]=3[N+:27]([O-])=O)[N:10]=[N:9]2)=[CH:5][CH:4]=1.C(O)C.C(OCC)(=O)C.[H][H]. (2) Given the product [CH2:9]([N:16]1[C:25]2[C:20](=[CH:21][C:22]([CH3:26])=[CH:23][CH:24]=2)[C:19]([N:27]2[CH2:32][CH2:31][N:30]([C:6]([C:2]3[O:1][CH:5]=[CH:4][CH:3]=3)=[O:7])[CH2:29][CH2:28]2)=[C:18]([C:33]#[N:34])[C:17]1=[O:35])[C:10]1[CH:11]=[CH:12][CH:13]=[CH:14][CH:15]=1, predict the reactants needed to synthesize it. The reactants are: [O:1]1[CH:5]=[CH:4][CH:3]=[C:2]1[C:6](Cl)=[O:7].[CH2:9]([N:16]1[C:25]2[C:20](=[CH:21][C:22]([CH3:26])=[CH:23][CH:24]=2)[C:19]([N:27]2[CH2:32][CH2:31][NH:30][CH2:29][CH2:28]2)=[C:18]([C:33]#[N:34])[C:17]1=[O:35])[C:10]1[CH:15]=[CH:14][CH:13]=[CH:12][CH:11]=1. (3) Given the product [CH:18]1([CH2:17][CH:8]([C:5]2[CH:4]=[CH:3][C:2]([NH:1][S:25]([N:24]([CH3:29])[CH3:23])(=[O:27])=[O:26])=[CH:7][CH:6]=2)[C:9](=[O:10])[NH:11][C:12]2[S:13][CH:14]=[CH:15][N:16]=2)[CH2:22][CH2:21][CH2:20][CH2:19]1, predict the reactants needed to synthesize it. The reactants are: [NH2:1][C:2]1[CH:7]=[CH:6][C:5]([CH:8]([CH2:17][CH:18]2[CH2:22][CH2:21][CH2:20][CH2:19]2)[C:9]([NH:11][C:12]2[S:13][CH:14]=[CH:15][N:16]=2)=[O:10])=[CH:4][CH:3]=1.[CH3:23][N:24]([CH3:29])[S:25](Cl)(=[O:27])=[O:26]. (4) Given the product [NH4+:7].[OH-:5].[NH2:7][C@H:8]1[CH2:13][CH2:12][CH2:11][CH2:10][C@H:9]1[NH:14][C:15]1[N:16]=[N:17][C:18]([C:29]([NH2:30])=[O:31])=[C:19]([NH:21][C:22]2[CH:27]=[CH:26][C:25]([CH3:28])=[CH:24][CH:23]=2)[CH:20]=1, predict the reactants needed to synthesize it. The reactants are: C([O:5]C(=O)[NH:7][C@H:8]1[CH2:13][CH2:12][CH2:11][CH2:10][C@H:9]1[NH:14][C:15]1[N:16]=[N:17][C:18]([C:29](=[O:31])[NH2:30])=[C:19]([NH:21][C:22]2[CH:27]=[CH:26][C:25]([CH3:28])=[CH:24][CH:23]=2)[CH:20]=1)(C)(C)C.FC(F)(F)C(O)=O.C(=O)(O)[O-].[Na+]. (5) Given the product [CH3:22][C:17]1[CH:16]=[C:15]([N:7]([C:5]2[S:6][C:2]([Sn:24]([CH3:30])([CH3:29])[CH3:23])=[CH:3][N:4]=2)[C:8](=[O:14])[O:9][C:10]([CH3:13])([CH3:12])[CH3:11])[CH:20]=[C:19]([CH3:21])[CH:18]=1, predict the reactants needed to synthesize it. The reactants are: Br[C:2]1[S:6][C:5]([N:7]([C:15]2[CH:20]=[C:19]([CH3:21])[CH:18]=[C:17]([CH3:22])[CH:16]=2)[C:8](=[O:14])[O:9][C:10]([CH3:13])([CH3:12])[CH3:11])=[N:4][CH:3]=1.[CH3:23][Sn:24]([CH3:30])([CH3:29])[Sn:24]([CH3:30])([CH3:29])[CH3:23]. (6) Given the product [CH3:32][C:21]1[O:20][C:19]([C:16]2[CH:17]=[CH:18][C:13]([C:7]3[CH:6]=[CH:5][CH:4]=[C:3]([C:1]#[N:2])[CH:8]=3)=[CH:14][CH:15]=2)=[N:23][C:22]=1[CH2:24][CH2:25][N:26]1[CH2:30][CH2:29][CH2:28][C@H:27]1[CH3:31], predict the reactants needed to synthesize it. The reactants are: [C:1]([C:3]1[CH:4]=[C:5](B(O)O)[CH:6]=[CH:7][CH:8]=1)#[N:2].Br[C:13]1[CH:18]=[CH:17][C:16]([C:19]2[O:20][C:21]([CH3:32])=[C:22]([CH2:24][CH2:25][N:26]3[CH2:30][CH2:29][CH2:28][C@H:27]3[CH3:31])[N:23]=2)=[CH:15][CH:14]=1.